The task is: Predict the product of the given reaction.. This data is from Forward reaction prediction with 1.9M reactions from USPTO patents (1976-2016). (1) Given the reactants [CH3:1][C:2]([O:5][C:6]([NH:8][CH2:9][CH2:10][C@@H:11]([NH:15][C:16]([O:18][CH2:19][C:20]1[CH:25]=[CH:24][CH:23]=[CH:22][CH:21]=1)=[O:17])[C:12](O)=[O:13])=[O:7])([CH3:4])[CH3:3].C1CCC(NC2CCCCC2)CC1.ClC(OCC)=O.CN1CCOCC1.[BH4-].[Na+], predict the reaction product. The product is: [OH:13][CH2:12][C@H:11]([NH:15][C:16]([O:18][CH2:19][C:20]1[CH:21]=[CH:22][CH:23]=[CH:24][CH:25]=1)=[O:17])[CH2:10][CH2:9][NH:8][C:6](=[O:7])[O:5][C:2]([CH3:3])([CH3:1])[CH3:4]. (2) Given the reactants Br[C:2]1[C:3]2[C:4]3[CH:17]=[CH:16][S:15][C:5]=3[C:6](=[O:14])[NH:7][C:8]=2[CH:9]=[CH:10][C:11]=1[O:12][CH3:13].[CH3:18][N:19]([CH3:31])[CH:20]([C:22]1[CH:27]=[CH:26][C:25](B(O)O)=[CH:24][CH:23]=1)[CH3:21], predict the reaction product. The product is: [CH3:31][N:19]([CH3:18])[CH:20]([C:22]1[CH:27]=[CH:26][C:25]([C:2]2[C:3]3[C:4]4[CH:17]=[CH:16][S:15][C:5]=4[C:6](=[O:14])[NH:7][C:8]=3[CH:9]=[CH:10][C:11]=2[O:12][CH3:13])=[CH:24][CH:23]=1)[CH3:21]. (3) Given the reactants [CH3:1][O:2][C:3]1[CH:4]=[C:5]2[C:10](=[CH:11][C:12]=1B1OC(C)(C)C(C)(C)O1)[C:9]([C:22]#[N:23])=[N:8][CH:7]=[CH:6]2.Cl[C:25]1[N:30]=[N:29][C:28]([N:31]([CH3:42])[CH:32]2[CH2:37][C:36]([CH3:39])([CH3:38])[NH:35][C:34]([CH3:41])([CH3:40])[CH2:33]2)=[CH:27][CH:26]=1, predict the reaction product. The product is: [CH3:1][O:2][C:3]1[CH:4]=[C:5]2[C:10](=[CH:11][C:12]=1[C:25]1[N:30]=[N:29][C:28]([N:31]([CH3:42])[CH:32]3[CH2:37][C:36]([CH3:38])([CH3:39])[NH:35][C:34]([CH3:41])([CH3:40])[CH2:33]3)=[CH:27][CH:26]=1)[C:9]([C:22]#[N:23])=[N:8][CH:7]=[CH:6]2.